Predict the product of the given reaction. From a dataset of Forward reaction prediction with 1.9M reactions from USPTO patents (1976-2016). (1) Given the reactants [N:1]1([CH2:7][CH:8]2[O:12][N:11]=[C:10]([CH2:13][OH:14])[CH2:9]2)[CH2:6][CH2:5][O:4][CH2:3][CH2:2]1.C(N(C(C)C)CC)(C)C.[CH3:24][S:25](Cl)(=[O:27])=[O:26].O, predict the reaction product. The product is: [CH3:24][S:25]([O:14][CH2:13][C:10]1[CH2:9][CH:8]([CH2:7][N:1]2[CH2:6][CH2:5][O:4][CH2:3][CH2:2]2)[O:12][N:11]=1)(=[O:27])=[O:26]. (2) Given the reactants C1(P(C2C=CC=CC=2)C2C=CC=CC=2)C=CC=CC=1.CN(C=O)C.[F:25][C:26]1[CH:27]=[C:28]([S:33](Cl)(=O)=O)[CH:29]=[CH:30][C:31]=1[F:32].Cl, predict the reaction product. The product is: [F:25][C:26]1[CH:27]=[C:28]([SH:33])[CH:29]=[CH:30][C:31]=1[F:32]. (3) Given the reactants [F:1][C:2]([F:17])([F:16])[C:3]1[CH:8]=[C:7]([C:9]([F:12])([F:11])[F:10])[CH:6]=[CH:5][C:4]=1B(O)O.Br[C:19]1[CH:20]=[CH:21][C:22]([CH:25]([N:27]2[CH:32]=[C:31]3[N:33]=[C:34]([C:36]4[CH:41]=[CH:40][CH:39]=[C:38]([F:42])[C:37]=4[F:43])[N:35]=[C:30]3[CH:29]=[N:28]2)[CH3:26])=[N:23][CH:24]=1, predict the reaction product. The product is: [F:1][C:2]([F:17])([F:16])[C:3]1[CH:8]=[C:7]([C:9]([F:12])([F:11])[F:10])[CH:6]=[CH:5][C:4]=1[C:19]1[CH:20]=[CH:21][C:22]([CH:25]([N:27]2[CH:32]=[C:31]3[N:33]=[C:34]([C:36]4[CH:41]=[CH:40][CH:39]=[C:38]([F:42])[C:37]=4[F:43])[N:35]=[C:30]3[CH:29]=[N:28]2)[CH3:26])=[N:23][CH:24]=1. (4) Given the reactants [C:1]([C:5]1[CH:6]=[C:7]([NH:24][C:25]([NH:27][C@@H:28]2[C:37]3[C:32](=[CH:33][CH:34]=[CH:35][CH:36]=3)[C@H:31]([O:38][C:39]3[CH:40]=[CH:41][C:42]4[N:43]([C:45]([C@@H:48]5[CH2:52][CH2:51][CH2:50][N:49]5[CH3:53])=[N:46][N:47]=4)[CH:44]=3)[CH2:30][CH2:29]2)=[O:26])[N:8]([C:10]2[CH:15]=[CH:14][C:13]([O:16][Si](C(C)(C)C)(C)C)=[CH:12][CH:11]=2)[N:9]=1)([CH3:4])([CH3:3])[CH3:2].CCCC[N+](CCCC)(CCCC)CCCC.[F-], predict the reaction product. The product is: [C:1]([C:5]1[CH:6]=[C:7]([NH:24][C:25]([NH:27][C@@H:28]2[C:37]3[C:32](=[CH:33][CH:34]=[CH:35][CH:36]=3)[C@H:31]([O:38][C:39]3[CH:40]=[CH:41][C:42]4[N:43]([C:45]([C@@H:48]5[CH2:52][CH2:51][CH2:50][N:49]5[CH3:53])=[N:46][N:47]=4)[CH:44]=3)[CH2:30][CH2:29]2)=[O:26])[N:8]([C:10]2[CH:15]=[CH:14][C:13]([OH:16])=[CH:12][CH:11]=2)[N:9]=1)([CH3:4])([CH3:2])[CH3:3]. (5) Given the reactants [CH3:1][O:2][CH2:3][C:4]1[CH:13]=[C:7]2[CH:8]=[CH:9][CH:10]=[C:11]([Br:12])[N:6]2[N:5]=1.F[B-](F)(F)F.[O:19]=[N+:20]=[O:21], predict the reaction product. The product is: [CH3:1][O:2][CH2:3][C:4]1[C:13]([N+:20]([O-:21])=[O:19])=[C:7]2[CH:8]=[CH:9][CH:10]=[C:11]([Br:12])[N:6]2[N:5]=1.